The task is: Predict which catalyst facilitates the given reaction.. This data is from Catalyst prediction with 721,799 reactions and 888 catalyst types from USPTO. (1) Reactant: [NH:1]1[C:9]2[C:4](=[CH:5][CH:6]=[CH:7][CH:8]=2)[CH:3]=[C:2]1[C:10]([O:12][CH3:13])=[O:11].[H-].[Na+].[C:16]1([S:22](Cl)(=[O:24])=[O:23])[CH:21]=[CH:20][CH:19]=[CH:18][CH:17]=1. Product: [C:16]1([S:22]([N:1]2[C:9]3[C:4](=[CH:5][CH:6]=[CH:7][CH:8]=3)[CH:3]=[C:2]2[C:10]([O:12][CH3:13])=[O:11])(=[O:24])=[O:23])[CH:21]=[CH:20][CH:19]=[CH:18][CH:17]=1. The catalyst class is: 42. (2) Reactant: [F:1][C:2]1[CH:3]=[C:4]([CH:8]=[C:9]([CH3:11])[CH:10]=1)[C:5]([OH:7])=[O:6].[N+:12]([O-])([O-:14])=[O:13].[K+].O. Product: [F:1][C:2]1[CH:10]=[C:9]([CH3:11])[C:8]([N+:12]([O-:14])=[O:13])=[C:4]([CH:3]=1)[C:5]([OH:7])=[O:6]. The catalyst class is: 82. (3) The catalyst class is: 1. Product: [CH3:9][S:8][C:4]1[N:3]=[C:2]([CH2:1][C:20](=[O:22])[CH3:21])[CH:7]=[CH:6][N:5]=1. Reactant: [CH3:1][C:2]1[CH:7]=[CH:6][N:5]=[C:4]([S:8][CH3:9])[N:3]=1.[Li+].C[Si]([N-][Si](C)(C)C)(C)C.[C:20](OCC1C=CC=CC=1)(=[O:22])[CH3:21].